This data is from Peptide-MHC class I binding affinity with 185,985 pairs from IEDB/IMGT. The task is: Regression. Given a peptide amino acid sequence and an MHC pseudo amino acid sequence, predict their binding affinity value. This is MHC class I binding data. The peptide sequence is TQSRDLEDFK. The MHC is HLA-A31:01 with pseudo-sequence HLA-A31:01. The binding affinity (normalized) is 0.114.